From a dataset of Merck oncology drug combination screen with 23,052 pairs across 39 cell lines. Regression. Given two drug SMILES strings and cell line genomic features, predict the synergy score measuring deviation from expected non-interaction effect. (1) Drug 1: CCC1(O)CC2CN(CCc3c([nH]c4ccccc34)C(C(=O)OC)(c3cc4c(cc3OC)N(C)C3C(O)(C(=O)OC)C(OC(C)=O)C5(CC)C=CCN6CCC43C65)C2)C1. Drug 2: CCc1cnn2c(NCc3ccc[n+]([O-])c3)cc(N3CCCCC3CCO)nc12. Cell line: ES2. Synergy scores: synergy=11.8. (2) Drug 1: O=C(CCCCCCC(=O)Nc1ccccc1)NO. Drug 2: O=C(O)C1(Cc2cccc(Nc3nccs3)n2)CCC(Oc2cccc(Cl)c2F)CC1. Cell line: HT144. Synergy scores: synergy=2.85.